Predict the reactants needed to synthesize the given product. From a dataset of Full USPTO retrosynthesis dataset with 1.9M reactions from patents (1976-2016). (1) The reactants are: O=[C:2]1[CH2:6][O:5][CH2:4][CH:3]1[C:7]([O:9]C)=O.[NH2:11][C:12]([NH2:14])=[O:13].Cl. Given the product [NH:11]1[C:2]2[CH2:6][O:5][CH2:4][C:3]=2[C:7](=[O:9])[NH:14][C:12]1=[O:13], predict the reactants needed to synthesize it. (2) Given the product [N:15]1([C:11]([C:9]2[CH:8]=[CH:7][C:6]3[N:2]([CH3:1])[C:3](=[O:14])[NH:4][C:5]=3[CH:10]=2)=[O:13])[CH2:20][CH2:19][CH2:18][C@@H:17]2[C:21]3[CH:22]=[CH:23][CH:24]=[CH:25][C:26]=3[CH2:27][C@H:16]12, predict the reactants needed to synthesize it. The reactants are: [CH3:1][N:2]1[C:6]2[CH:7]=[CH:8][C:9]([C:11]([OH:13])=O)=[CH:10][C:5]=2[NH:4][C:3]1=[O:14].[NH:15]1[CH2:20][CH2:19][CH2:18][C@@H:17]2[C:21]3[CH:22]=[CH:23][CH:24]=[CH:25][C:26]=3[CH2:27][C@H:16]12.F[P-](F)(F)(F)(F)F.N1(OC(N(C)C)=[N+](C)C)C2N=CC=CC=2N=N1. (3) Given the product [C:9]1([C:2]2[S:6][C:5]([CH:7]=[O:8])=[CH:4][CH:3]=2)[CH:14]=[CH:13][CH:12]=[CH:11][CH:10]=1, predict the reactants needed to synthesize it. The reactants are: Br[C:2]1[S:6][C:5]([CH:7]=[O:8])=[CH:4][CH:3]=1.[C:9]1(B(O)O)[CH:14]=[CH:13][CH:12]=[CH:11][CH:10]=1.C([O-])([O-])=O.[Na+].[Na+].CCOCC. (4) Given the product [C:3]1([C@H:2]([NH:13][C:14](=[O:41])[C:15]#[C:16][C:17]2[CH:18]=[CH:19][CH:20]=[C:21]([C:23]([F:24])([F:25])[F:26])[CH:22]=2)[CH3:1])[C:8]2[C:7](=[CH:12][CH:11]=[CH:10][CH:9]=2)[CH:6]=[CH:5][CH:4]=1, predict the reactants needed to synthesize it. The reactants are: [CH3:1][C@@H:2]([NH:13][CH2:14][CH2:15][CH2:16][C:17]1[CH:18]=[CH:19][CH:20]=[C:21]([C:23]([F:26])([F:25])[F:24])[CH:22]=1)[C:3]1[CH:4]=[CH:5][CH:6]=[C:7]2[CH:12]=[CH:11][CH:10]=[CH:9][C:8]=12.C(C1C=C(C(F)(F)F)C=CC=1)#C.CC(C)=[O:41].C(=O)=O.[Li]CCCC.N([C@@H](C1C2C(=CC=CC=2)C=CC=1)C)=C=O.[Cl-].[NH4+]. (5) Given the product [CH3:7][O:8][C:9](=[O:28])[C:10]([NH:23][C:24]([O:26][CH3:27])=[O:25])([CH2:15][CH2:16][C:17]1[CH:18]=[CH:19][CH:20]=[CH:21][CH:22]=1)[CH2:11][CH2:12][S:3]([CH3:31])(=[O:5])=[O:2], predict the reactants needed to synthesize it. The reactants are: O[O:2][S:3]([O-:5])=O.[K+].[CH3:7][O:8][C:9](=[O:28])[C:10]([NH:23][C:24]([O:26][CH3:27])=[O:25])([CH2:15][CH2:16][C:17]1[CH:22]=[CH:21][CH:20]=[CH:19][CH:18]=1)[CH2:11][CH2:12]SC.CO.[CH2:31](Cl)Cl. (6) Given the product [C:24]1([C:23]2[C:7]([C:47]3[CH:48]=[CH:49][C:44]([C:40]4([NH:39][C:37](=[O:38])[O:36][C:32]([CH3:35])([CH3:34])[CH3:33])[CH2:43][CH2:42][CH2:41]4)=[CH:45][CH:46]=3)=[N:8][N:9]3[C:14]([C:15]([F:16])([F:17])[F:18])=[CH:13][C:12]([C:19]([F:20])([F:21])[F:22])=[N:11][C:10]=23)[CH:25]=[CH:26][CH:27]=[CH:28][CH:29]=1, predict the reactants needed to synthesize it. The reactants are: FC(F)(F)S(O[C:7]1[C:23]([C:24]2[CH:29]=[CH:28][CH:27]=[CH:26][CH:25]=2)=[C:10]2[N:11]=[C:12]([C:19]([F:22])([F:21])[F:20])[CH:13]=[C:14]([C:15]([F:18])([F:17])[F:16])[N:9]2[N:8]=1)(=O)=O.[C:32]([O:36][C:37]([NH:39][C:40]1([C:44]2[CH:49]=[CH:48][C:47](B(O)O)=[CH:46][CH:45]=2)[CH2:43][CH2:42][CH2:41]1)=[O:38])([CH3:35])([CH3:34])[CH3:33].C(=O)([O-])[O-].[Cs+].[Cs+].CCCCCC. (7) Given the product [F:10][C:8]([F:11])([F:9])[O:7][C:6]1[CH:1]=[CH:2][C:3]2[N:14]=[C:13]([NH:15][C:25]([C@@H:24]3[CH2:28][CH2:29][CH2:30][NH:23]3)=[O:26])[S:12][C:4]=2[CH:5]=1, predict the reactants needed to synthesize it. The reactants are: [CH:1]1[C:6]([O:7][C:8]([F:11])([F:10])[F:9])=[CH:5][C:4]2[S:12][C:13]([NH2:15])=[N:14][C:3]=2[CH:2]=1.C([N:23]1[CH2:30][CH2:29][CH2:28][C@H:24]1[C:25](O)=[O:26])(OC(C)(C)C)=O.C(N=C=NCCCN(C)C)C.C(N(C(C)C)CC)(C)C. (8) Given the product [CH2:1]([O:3][C:4]([N:6]1[C:15]2[C:10](=[N:11][C:12]([O:16][CH3:17])=[CH:13][CH:14]=2)[C@@H:9]([C:18]2[N:23]=[C:22]([CH2:24][C:25]3[CH:30]=[C:29]([C:31]([F:34])([F:33])[F:32])[CH:28]=[C:27]([C:35]([F:38])([F:37])[F:36])[CH:26]=3)[C:21]([S:43][CH2:44][CH2:45][OH:46])=[CH:20][N:19]=2)[CH2:8][C@@:7]1([NH2:42])[CH2:40][CH3:41])=[O:5])[CH3:2], predict the reactants needed to synthesize it. The reactants are: [CH2:1]([O:3][C:4]([N:6]1[C:15]2[C:10](=[N:11][C:12]([O:16][CH3:17])=[CH:13][CH:14]=2)[C@@H:9]([C:18]2[N:23]=[C:22]([CH2:24][C:25]3[CH:30]=[C:29]([C:31]([F:34])([F:33])[F:32])[CH:28]=[C:27]([C:35]([F:38])([F:37])[F:36])[CH:26]=3)[C:21](I)=[CH:20][N:19]=2)[CH2:8][C@@:7]1([NH2:42])[CH2:40][CH3:41])=[O:5])[CH3:2].[SH:43][CH2:44][CH2:45][OH:46].C(O)CO.C(=O)([O-])[O-].[K+].[K+].